From a dataset of Reaction yield outcomes from USPTO patents with 853,638 reactions. Predict the reaction yield, written as a fraction of the theoretical maximum amount of product (1.0 means a 100% yield; for example, 0.34 means a 34% yield). (1) The reactants are [Br:1][C:2]1[N:7]=[C:6]([N+:8]([O-])=O)[C:5]([O:11][C:12]([CH3:19])([CH3:18])[C:13](OCC)=[O:14])=[CH:4][CH:3]=1. The catalyst is CC(O)=O.[Fe]. The product is [Br:1][C:2]1[CH:3]=[CH:4][C:5]2[O:11][C:12]([CH3:19])([CH3:18])[C:13](=[O:14])[NH:8][C:6]=2[N:7]=1. The yield is 0.920. (2) The reactants are [NH2:1][C:2]1[CH:7]=[CH:6][C:5]([S:8][C:9]#N)=[CH:4][C:3]=1[F:11].[CH2:12](I)C. The catalyst is C(O)C.O. The product is [F:11][C:3]1[CH:4]=[C:5]([S:8][CH2:9][CH3:12])[CH:6]=[CH:7][C:2]=1[NH2:1]. The yield is 0.920. (3) The reactants are [Cl:1][C:2]1[CH:7]=[CH:6][C:5]([C@H:8]([NH:11][S@@](C(C)(C)C)=O)[CH2:9][CH3:10])=[C:4]([F:18])[C:3]=1[O:19][C:20]1[CH:25]=[CH:24][N:23]=[CH:22][CH:21]=1.Cl. The catalyst is CCOC(C)=O. The product is [ClH:1].[Cl:1][C:2]1[CH:7]=[CH:6][C:5]([C@H:8]([NH2:11])[CH2:9][CH3:10])=[C:4]([F:18])[C:3]=1[O:19][C:20]1[CH:21]=[CH:22][N:23]=[CH:24][CH:25]=1. The yield is 0.710. (4) The reactants are [CH:1]1([C:7]2[C:15]3[C:14](=[O:16])[NH:13][C:12]([C:17]4[CH:22]=[CH:21][C:20]([S:23](Cl)(=[O:25])=[O:24])=[CH:19][C:18]=4[O:27][CH3:28])=[N:11][C:10]=3[N:9]([CH2:29][CH3:30])[N:8]=2)[CH2:6][CH2:5][CH2:4][CH2:3][CH2:2]1.[CH3:31][N:32]1[CH2:38][CH2:37][CH2:36][NH:35][CH2:34][CH2:33]1. No catalyst specified. The product is [CH:1]1([C:7]2[C:15]3[C:14](=[O:16])[NH:13][C:12]([C:17]4[CH:22]=[CH:21][C:20]([S:23]([N:35]5[CH2:36][CH2:37][CH2:38][N:32]([CH3:31])[CH2:33][CH2:34]5)(=[O:25])=[O:24])=[CH:19][C:18]=4[O:27][CH3:28])=[N:11][C:10]=3[N:9]([CH2:29][CH3:30])[N:8]=2)[CH2:6][CH2:5][CH2:4][CH2:3][CH2:2]1. The yield is 0.740. (5) The reactants are [CH3:1][N:2]1[C:6]([C:7](=[N:14][O:15][CH2:16][C:17]2[N:22]=[C:21]([NH:23][C:24](=[O:30])[O:25][C:26]([CH3:29])([CH3:28])[CH3:27])[CH:20]=[CH:19][CH:18]=2)[C:8]2[CH:13]=[CH:12][CH:11]=[CH:10][CH:9]=2)=[N:5][N:4]=[N:3]1.[H-].[Na+].Br[CH2:34][CH2:35][CH:36]1[CH2:41][CH2:40][CH2:39][CH2:38][CH2:37]1.O. The catalyst is CN(C=O)C.CCOC(C)=O. The product is [CH:36]1([CH2:35][CH2:34][N:23]([C:21]2[CH:20]=[CH:19][CH:18]=[C:17]([CH2:16][O:15][N:14]=[C:7]([C:6]3[N:2]([CH3:1])[N:3]=[N:4][N:5]=3)[C:8]3[CH:13]=[CH:12][CH:11]=[CH:10][CH:9]=3)[N:22]=2)[C:24](=[O:30])[O:25][C:26]([CH3:27])([CH3:29])[CH3:28])[CH2:41][CH2:40][CH2:39][CH2:38][CH2:37]1. The yield is 0.850. (6) The reactants are Br[C:2]1[CH:3]=[CH:4][C:5]([O:8][C:9]2[CH:14]=[CH:13][C:12]([Cl:15])=[C:11]([Cl:16])[CH:10]=2)=[N:6][CH:7]=1.Br[C:18]1C=CC(Br)=[CH:20][N:19]=1.C([O-])([O-])=O.[K+].[K+].ClC1C=C(O)[CH:35]=[CH:36][C:37]=1Cl.[CH3:40][N:41]([CH:43]=[O:44])[CH3:42]. The catalyst is O. The product is [Cl:16][C:11]1[CH:10]=[C:9]([CH:14]=[CH:13][C:12]=1[Cl:15])[O:8][C:5]1[N:6]=[CH:7][C:2]([C:43]([N:41]2[CH2:42][CH2:20][N:19]([CH:36]([CH3:35])[CH3:37])[CH2:18][CH2:40]2)=[O:44])=[CH:3][CH:4]=1. The yield is 1.00.